From a dataset of Full USPTO retrosynthesis dataset with 1.9M reactions from patents (1976-2016). Predict the reactants needed to synthesize the given product. Given the product [N:22]1[CH:23]=[CH:24][CH:25]=[C:20]([C:17]2[CH:16]=[CH:15][C:14]([N:11]3[CH2:12][CH2:13][NH:8][CH2:9][CH2:10]3)=[CH:19][CH:18]=2)[CH:21]=1, predict the reactants needed to synthesize it. The reactants are: C(OC([N:8]1[CH2:13][CH2:12][N:11]([C:14]2[CH:19]=[CH:18][C:17]([C:20]3[CH:21]=[N:22][CH:23]=[CH:24][CH:25]=3)=[CH:16][CH:15]=2)[CH2:10][CH2:9]1)=O)(C)(C)C.